The task is: Predict the reactants needed to synthesize the given product.. This data is from Full USPTO retrosynthesis dataset with 1.9M reactions from patents (1976-2016). (1) Given the product [CH:1]1([CH:4]2[N:6]([C:7]3[S:8][C:9]([S:12]([C:15]4[CH:16]=[CH:17][C:18]([N+:21]([O-:23])=[O:22])=[CH:19][CH:20]=4)(=[O:13])=[O:14])=[CH:10][N:11]=3)[C:26](=[O:37])[C:27]([OH:36])=[C:28]2[C:29]([C:31]2[O:32][CH:33]=[CH:34][CH:35]=2)=[O:30])[CH2:3][CH2:2]1, predict the reactants needed to synthesize it. The reactants are: [CH:1]1([CH:4]=O)[CH2:3][CH2:2]1.[NH2:6][C:7]1[S:8][C:9]([S:12]([C:15]2[CH:20]=[CH:19][C:18]([N+:21]([O-:23])=[O:22])=[CH:17][CH:16]=2)(=[O:14])=[O:13])=[CH:10][N:11]=1.CO[C:26](=[O:37])[C:27](=[O:36])[CH2:28][C:29]([C:31]1[O:32][CH:33]=[CH:34][CH:35]=1)=[O:30]. (2) The reactants are: Cl[C:2]1[CH:7]=[CH:6][N:5]=[C:4]2[NH:8][C:9]([CH3:11])=[CH:10][C:3]=12.C([O-])(=[O:14])C.[Na+]. Given the product [CH3:11][C:9]1[NH:8][C:4]2[N:5]=[CH:6][CH:7]=[C:2]([OH:14])[C:3]=2[CH:10]=1, predict the reactants needed to synthesize it.